Predict the product of the given reaction. From a dataset of Forward reaction prediction with 1.9M reactions from USPTO patents (1976-2016). (1) Given the reactants Cl.[CH3:2][O:3][C:4](=[O:30])[C@@H:5]([NH:8][C:9]([C:11]1[C:12]([CH3:29])=[N:13][C:14]([NH:18][CH2:19][CH2:20][CH2:21][C:22]2[CH:27]=[CH:26][CH:25]=[C:24]([OH:28])[CH:23]=2)=[N:15][C:16]=1[CH3:17])=[O:10])[CH2:6][NH2:7].[C:31]1([CH3:40])[CH:36]=[CH:35][CH:34]=[C:33]([C:37](O)=[O:38])[CH:32]=1.C(N(CC)CC)C.CN(C(ON1N=NC2C=CC=CC1=2)=[N+](C)C)C.F[P-](F)(F)(F)(F)F.C1C=CC2N(O)N=NC=2C=1, predict the reaction product. The product is: [CH3:2][O:3][C:4](=[O:30])[C@@H:5]([NH:8][C:9]([C:11]1[C:12]([CH3:29])=[N:13][C:14]([NH:18][CH2:19][CH2:20][CH2:21][C:22]2[CH:27]=[CH:26][CH:25]=[C:24]([OH:28])[CH:23]=2)=[N:15][C:16]=1[CH3:17])=[O:10])[CH2:6][NH:7][C:37](=[O:38])[C:33]1[CH:34]=[CH:35][CH:36]=[C:31]([CH3:40])[CH:32]=1. (2) The product is: [F:1][C:2]1[C:7]([F:8])=[C:6]([CH:9]2[CH2:14][CH2:13][CH:12]([CH2:15][CH2:16][CH2:17][CH2:18][CH3:19])[CH2:11][CH2:10]2)[CH:5]=[CH:4][C:3]=1[C:20]1[CH2:25][CH2:24][CH:23]([C:26]2[CH:31]=[CH:30][C:29]([O:32][CH2:33][CH3:34])=[C:28]([F:35])[C:27]=2[F:36])[CH2:22][CH:21]=1. Given the reactants [F:1][C:2]1[C:7]([F:8])=[C:6]([CH:9]2[CH2:14][CH2:13][CH:12]([CH2:15][CH2:16][CH2:17][CH2:18][CH3:19])[CH2:11][CH2:10]2)[CH:5]=[CH:4][C:3]=1[C:20]1(O)[CH2:25][CH2:24][CH:23]([C:26]2[CH:31]=[CH:30][C:29]([O:32][CH2:33][CH3:34])=[C:28]([F:35])[C:27]=2[F:36])[CH2:22][CH2:21]1.C1(C)C=CC(S(O)(=O)=O)=CC=1.C1(C)C=CC=CC=1, predict the reaction product. (3) Given the reactants [Br-:1].[Na+].CS(O[CH2:8][CH2:9][CH2:10][C:11]1[CH:16]=[CH:15][C:14]([NH:17][C:18]([O:20][C:21]([CH3:24])([CH3:23])[CH3:22])=[O:19])=[CH:13][CH:12]=1)(=O)=O.O.CCOC(C)=O, predict the reaction product. The product is: [Br:1][CH2:8][CH2:9][CH2:10][C:11]1[CH:16]=[CH:15][C:14]([NH:17][C:18](=[O:19])[O:20][C:21]([CH3:24])([CH3:23])[CH3:22])=[CH:13][CH:12]=1. (4) Given the reactants [Cl:1][C:2]1[CH:3]=[C:4]([CH:16]=[CH:17][C:18]=1[Cl:19])[CH2:5][C:6]1[O:10][N:9]=[C:8]([C:11]([O:13]CC)=O)[N:7]=1.Cl.[Cl:21][C:22]1[CH:23]=[C:24]2[C:28](=[CH:29][CH:30]=1)[NH:27][CH:26]=[C:25]2[CH2:31][CH2:32][NH2:33].CN(C(ON1N=NC2C=CC=NC1=2)=[N+](C)C)C.F[P-](F)(F)(F)(F)F.C(N(CC)C(C)C)(C)C, predict the reaction product. The product is: [Cl:21][C:22]1[CH:23]=[C:24]2[C:28](=[CH:29][CH:30]=1)[NH:27][CH:26]=[C:25]2[CH2:31][CH2:32][NH:33][C:11]([C:8]1[N:7]=[C:6]([CH2:5][C:4]2[CH:16]=[CH:17][C:18]([Cl:19])=[C:2]([Cl:1])[CH:3]=2)[O:10][N:9]=1)=[O:13]. (5) Given the reactants C[O:2][C:3]([C:5]1[C:10](=[O:11])[N:9]([CH2:12][C:13]2[CH:18]=[CH:17][CH:16]=[CH:15][CH:14]=2)[C:8]([C@@:19]([N:23]([CH2:33][CH2:34][CH2:35][NH:36][C:37]([O:39][C:40]([CH3:43])([CH3:42])[CH3:41])=[O:38])[C:24]([C:26]2[CH:31]=[CH:30][C:29]([CH3:32])=[CH:28][CH:27]=2)=[O:25])([CH3:22])[CH2:20][CH3:21])=[N:7][C:6]=1[CH3:44])=[O:4].CO.[OH-].[K+], predict the reaction product. The product is: [CH2:12]([N:9]1[C:10](=[O:11])[C:5]([C:3]([OH:4])=[O:2])=[C:6]([CH3:44])[N:7]=[C:8]1[C@@:19]([N:23]([CH2:33][CH2:34][CH2:35][NH:36][C:37]([O:39][C:40]([CH3:41])([CH3:43])[CH3:42])=[O:38])[C:24]([C:26]1[CH:31]=[CH:30][C:29]([CH3:32])=[CH:28][CH:27]=1)=[O:25])([CH3:22])[CH2:20][CH3:21])[C:13]1[CH:18]=[CH:17][CH:16]=[CH:15][CH:14]=1. (6) Given the reactants [OH:1][C:2]1[CH:7]=[C:6]([CH:8]([CH3:10])[CH3:9])[CH:5]=[CH:4][C:3]=1[C:11]1([NH:22][C:23](=[O:28])[CH2:24][CH2:25][CH2:26][CH3:27])[C:19](=[O:20])[C:18]2[C:13](=[CH:14][CH:15]=[CH:16][CH:17]=2)[C:12]1=[O:21].C(N(CC)CC)C.[C:36](Cl)(=[O:41])[C:37]([CH3:40])([CH3:39])[CH3:38], predict the reaction product. The product is: [O:21]=[C:12]1[C:13]2[C:18](=[CH:17][CH:16]=[CH:15][CH:14]=2)[C:19](=[O:20])[C:11]1([C:3]1[CH:4]=[CH:5][C:6]([CH:8]([CH3:10])[CH3:9])=[CH:7][C:2]=1[O:1][C:36](=[O:41])[C:37]([CH3:40])([CH3:39])[CH3:38])[NH:22][C:23](=[O:28])[CH2:24][CH2:25][CH2:26][CH3:27]. (7) Given the reactants [C:1]([O:5][C:6]([N:8]1[C:16]2[C:11](=[CH:12][C:13]([NH2:17])=[CH:14][CH:15]=2)[CH2:10][CH2:9]1)=[O:7])([CH3:4])([CH3:3])[CH3:2].Br[CH2:19][CH2:20][CH2:21][CH2:22][C:23](Cl)=[O:24].C1COCC1.CC(C)([O-])C.[K+], predict the reaction product. The product is: [O:24]=[C:23]1[CH2:22][CH2:21][CH2:20][CH2:19][N:17]1[C:13]1[CH:12]=[C:11]2[C:16](=[CH:15][CH:14]=1)[N:8]([C:6]([O:5][C:1]([CH3:4])([CH3:2])[CH3:3])=[O:7])[CH2:9][CH2:10]2. (8) Given the reactants [C:1]([O:5][C:6](=[O:43])[CH2:7][N:8]([C:20]1[CH:21]=[C:22]2[C:26](=[CH:27][CH:28]=1)[N:25]([C:29]1[N:30]=[N:31][C:32]([O:35]CC3C=CC=CC=3)=[CH:33][CH:34]=1)[CH:24]=[CH:23]2)[S:9]([C:12]1[CH:17]=[C:16]([Cl:18])[CH:15]=[C:14]([Cl:19])[CH:13]=1)(=[O:11])=[O:10])([CH3:4])([CH3:3])[CH3:2], predict the reaction product. The product is: [C:1]([O:5][C:6](=[O:43])[CH2:7][N:8]([S:9]([C:12]1[CH:17]=[C:16]([Cl:18])[CH:15]=[C:14]([Cl:19])[CH:13]=1)(=[O:10])=[O:11])[C:20]1[CH:21]=[C:22]2[C:26](=[CH:27][CH:28]=1)[N:25]([C:29]1[CH:34]=[CH:33][C:32](=[O:35])[NH:31][N:30]=1)[CH:24]=[CH:23]2)([CH3:4])([CH3:2])[CH3:3].